Dataset: Full USPTO retrosynthesis dataset with 1.9M reactions from patents (1976-2016). Task: Predict the reactants needed to synthesize the given product. (1) The reactants are: [F:1][C:2]1[CH:10]=[CH:9][CH:8]=[C:7]2[C:3]=1[CH:4]=[CH:5][N:6]2[C@@H:11]1[O:28][C@H:27]([CH2:29][O:30][C:31](=[O:33])[CH3:32])[C@@H:22]([O:23][C:24](=[O:26])[CH3:25])[C@H:17]([O:18][C:19](=[O:21])[CH3:20])[C@H:12]1[O:13][C:14](=[O:16])[CH3:15].[O:34]1[CH:38]=[CH:37][C:36]2[CH:39]=[C:40]([C:43](Cl)=[O:44])[CH:41]=[CH:42][C:35]1=2. Given the product [F:1][C:2]1[CH:10]=[CH:9][CH:8]=[C:7]2[C:3]=1[C:4]([C:43]([C:40]1[CH:41]=[CH:42][C:35]3[O:34][CH:38]=[CH:37][C:36]=3[CH:39]=1)=[O:44])=[CH:5][N:6]2[C@@H:11]1[O:28][C@H:27]([CH2:29][O:30][C:31](=[O:33])[CH3:32])[C@@H:22]([O:23][C:24](=[O:26])[CH3:25])[C@H:17]([O:18][C:19](=[O:21])[CH3:20])[C@H:12]1[O:13][C:14](=[O:16])[CH3:15], predict the reactants needed to synthesize it. (2) Given the product [Cl:16][C:13]1[CH:14]=[CH:15][C:10]2[O:9][CH:8]([CH:17]([CH3:19])[CH3:18])[C:7](=[O:20])[N:6]([CH2:5][CH2:4][C:3]([OH:21])=[O:2])[C:11]=2[CH:12]=1, predict the reactants needed to synthesize it. The reactants are: C[O:2][C:3](=[O:21])[CH2:4][CH2:5][N:6]1[C:11]2[CH:12]=[C:13]([Cl:16])[CH:14]=[CH:15][C:10]=2[O:9][CH:8]([CH:17]([CH3:19])[CH3:18])[C:7]1=[O:20].[OH-].[Na+]. (3) Given the product [Cl:1][C:2]1[CH:7]=[CH:6][C:5]([C:8]2[N:9]([CH2:30][C:31]([OH:33])=[O:32])[C:10]3[C:15]([C:16]=2[CH:17]2[CH2:22][CH2:21][CH2:20][CH2:19][CH2:18]2)=[CH:14][CH:13]=[C:12]([C:23]([O:25][CH3:26])=[O:24])[CH:11]=3)=[CH:4][CH:3]=1, predict the reactants needed to synthesize it. The reactants are: [Cl:1][C:2]1[CH:7]=[CH:6][C:5]([C:8]2[NH:9][C:10]3[C:15]([C:16]=2[CH:17]2[CH2:22][CH2:21][CH2:20][CH2:19][CH2:18]2)=[CH:14][CH:13]=[C:12]([C:23]([O:25][CH3:26])=[O:24])[CH:11]=3)=[CH:4][CH:3]=1.[H-].[Na+].Br[CH2:30][C:31]([O:33]C(C)(C)C)=[O:32].C(O)(C(F)(F)F)=O. (4) Given the product [C:18]([O:17][C:16]([NH:15][C@@H:8]([C:9]1[CH:14]=[CH:13][CH:12]=[CH:11][CH:10]=1)[C:4]1[CH:3]=[C:2]([CH:7]=[CH:6][CH:5]=1)[O:1][CH2:24][C:25]1[CH:34]=[CH:33][C:28]([C:29]([O:31][CH3:32])=[O:30])=[CH:27][CH:26]=1)=[O:22])([CH3:19])([CH3:21])[CH3:20], predict the reactants needed to synthesize it. The reactants are: [OH:1][C:2]1[CH:3]=[C:4]([C@@H:8]([NH:15][C:16](=[O:22])[O:17][C:18]([CH3:21])([CH3:20])[CH3:19])[C:9]2[CH:14]=[CH:13][CH:12]=[CH:11][CH:10]=2)[CH:5]=[CH:6][CH:7]=1.Br[CH2:24][C:25]1[CH:34]=[CH:33][C:28]([C:29]([O:31][CH3:32])=[O:30])=[CH:27][CH:26]=1.C(=O)([O-])[O-].[K+].[K+]. (5) Given the product [CH2:12]([N:7]1[CH:8]=[C:4]([N+:1]([O-:3])=[O:2])[C:5]([C:9]([O:11][CH2:12][C:13]2[CH:18]=[CH:17][CH:16]=[CH:15][CH:14]=2)=[O:10])=[N:6]1)[C:13]1[CH:18]=[CH:17][CH:16]=[CH:15][CH:14]=1, predict the reactants needed to synthesize it. The reactants are: [N+:1]([C:4]1[C:5]([C:9]([OH:11])=[O:10])=[N:6][NH:7][CH:8]=1)([O-:3])=[O:2].[CH2:12](Br)[C:13]1[CH:18]=[CH:17][CH:16]=[CH:15][CH:14]=1.C([O-])([O-])=O.[Cs+].[Cs+].